Dataset: Reaction yield outcomes from USPTO patents with 853,638 reactions. Task: Predict the reaction yield, written as a fraction of the theoretical maximum amount of product (1.0 means a 100% yield; for example, 0.34 means a 34% yield). (1) The reactants are Cl.[NH2:2][C@@H:3]1[C:11]2[C:6](=[C:7]([C:12]3[S:16][C:15]([C:17]4[CH:18]=[CH:19][C:20]([O:25][CH:26]([CH3:28])[CH3:27])=[C:21]([CH:24]=4)[C:22]#[N:23])=[N:14][N:13]=3)[CH:8]=[CH:9][CH:10]=2)[CH2:5][CH2:4]1.C([O-])([O-])=O.[K+].[K+].Br[CH2:36][C:37]([O:39][CH3:40])=[O:38]. The catalyst is CC#N. The product is [C:22]([C:21]1[CH:24]=[C:17]([C:15]2[S:16][C:12]([C:7]3[CH:8]=[CH:9][CH:10]=[C:11]4[C:6]=3[CH2:5][CH2:4][C@@H:3]4[NH:2][CH2:36][C:37]([O:39][CH3:40])=[O:38])=[N:13][N:14]=2)[CH:18]=[CH:19][C:20]=1[O:25][CH:26]([CH3:28])[CH3:27])#[N:23]. The yield is 0.900. (2) The reactants are [C:1]([C:3]1[CH:8]=[CH:7][C:6]([C:9]2[CH:10]=[N:11][N:12]([C:15]3[CH:23]=[CH:22][C:18]([C:19](O)=[O:20])=[CH:17][N:16]=3)[C:13]=2[OH:14])=[CH:5][CH:4]=1)#[N:2].CN(C(ON1N=NC2C=CC=NC1=2)=[N+](C)C)C.F[P-](F)(F)(F)(F)F.Cl.[CH3:49][O:50][CH2:51][C:52]1([NH2:56])[CH2:55][CH2:54][CH2:53]1.CCN(C(C)C)C(C)C. The catalyst is CN(C=O)C.CS(C)=O.O. The product is [C:1]([C:3]1[CH:8]=[CH:7][C:6]([C:9]2[CH:10]=[N:11][N:12]([C:15]3[CH:23]=[CH:22][C:18]([C:19]([NH:56][C:52]4([CH2:51][O:50][CH3:49])[CH2:55][CH2:54][CH2:53]4)=[O:20])=[CH:17][N:16]=3)[C:13]=2[OH:14])=[CH:5][CH:4]=1)#[N:2]. The yield is 0.395. (3) The reactants are [O:1]([C:8]1[CH:9]=[C:10]([CH:12]=[CH:13][CH:14]=1)[NH2:11])[C:2]1[CH:7]=[CH:6][CH:5]=[CH:4][CH:3]=1.C(N(CC)CC)C.C([O:24][C:25](=[O:29])[C:26](Cl)=[O:27])C.[OH-].[Na+]. The catalyst is O1CCCC1.O. The product is [O:1]([C:8]1[CH:9]=[C:10]([NH:11][C:26](=[O:27])[C:25]([OH:29])=[O:24])[CH:12]=[CH:13][CH:14]=1)[C:2]1[CH:3]=[CH:4][CH:5]=[CH:6][CH:7]=1. The yield is 0.740. (4) The reactants are [CH3:1][C:2]1([CH3:14])[C:6]([CH3:8])([CH3:7])[O:5][B:4]([C:9]2[CH:10]=[N:11][NH:12][CH:13]=2)[O:3]1.[CH3:15]COC(C)=O. The catalyst is CN(C=O)C. The product is [CH3:15][N:12]1[CH:13]=[C:9]([B:4]2[O:5][C:6]([CH3:7])([CH3:8])[C:2]([CH3:14])([CH3:1])[O:3]2)[CH:10]=[N:11]1. The yield is 0.720. (5) The reactants are Cl.Cl.[F:3][C:4]1[CH:12]=[C:11]([C:13]2[CH:14]=[N:15][C:16]3[N:17]([C:19]([CH2:22][C:23]4[CH:24]=[C:25]5[C:30](=[CH:31][CH:32]=4)[N:29]=[CH:28][CH:27]=[CH:26]5)=[CH:20][N:21]=3)[N:18]=2)[CH:10]=[CH:9][C:5]=1[C:6](O)=[O:7].S(Cl)(Cl)=O.[CH3:37][NH2:38].C(=O)([O-])[O-].[Na+].[Na+]. The catalyst is C1COCC1.O.C1(C)C=CC=CC=1. The product is [F:3][C:4]1[CH:12]=[C:11]([C:13]2[CH:14]=[N:15][C:16]3[N:17]([C:19]([CH2:22][C:23]4[CH:24]=[C:25]5[C:30](=[CH:31][CH:32]=4)[N:29]=[CH:28][CH:27]=[CH:26]5)=[CH:20][N:21]=3)[N:18]=2)[CH:10]=[CH:9][C:5]=1[C:6]([NH:38][CH3:37])=[O:7]. The yield is 0.966. (6) The reactants are [C:1]([N:4]1[C:13]2[C:8](=[CH:9][C:10]([C:14]3[CH:19]=[CH:18][C:17]([O:20][CH3:21])=[C:16]([O:22][CH3:23])[CH:15]=3)=[CH:11][CH:12]=2)[C@H:7]([NH2:24])[CH2:6][C@@H:5]1[CH3:25])(=[O:3])[CH3:2].C(N(CC)CC)C.[N:33]1[CH:38]=[CH:37][CH:36]=[C:35](B(O)O)[CH:34]=1.O. The catalyst is ClCCl.C([O-])(O)=O.[Na+].C([O-])(=O)C.[Cu+2].C([O-])(=O)C. The product is [C:1]([N:4]1[C:13]2[C:8](=[CH:9][C:10]([C:14]3[CH:19]=[CH:18][C:17]([O:20][CH3:21])=[C:16]([O:22][CH3:23])[CH:15]=3)=[CH:11][CH:12]=2)[C@H:7]([NH:24][C:35]2[CH:34]=[N:33][CH:38]=[CH:37][CH:36]=2)[CH2:6][C@@H:5]1[CH3:25])(=[O:3])[CH3:2]. The yield is 0.0456. (7) The reactants are Cl.[NH2:2][C@H:3]1[CH2:9][CH2:8][CH2:7][CH2:6][NH:5][C:4]1=[O:10].C(=O)([O-])[O-].[C:15](/[CH:17]=[CH:18]/[S:19]([C:22]1[CH:27]=[CH:26][C:25]([C:28]([CH3:33])([CH3:32])[C:29](O)=[O:30])=[CH:24][CH:23]=1)(=[O:21])=[O:20])#[N:16].ON1C2C=CC=CC=2N=N1.Cl.CN(C)CCCN=C=NCC. The catalyst is C(Cl)Cl. The product is [C:15](/[CH:17]=[CH:18]/[S:19]([C:22]1[CH:23]=[CH:24][C:25]([C:28]([CH3:33])([CH3:32])[C:29]([NH:2][C@H:3]2[CH2:9][CH2:8][CH2:7][CH2:6][NH:5][C:4]2=[O:10])=[O:30])=[CH:26][CH:27]=1)(=[O:20])=[O:21])#[N:16]. The yield is 0.570. (8) The reactants are [CH3:1][C:2]1[CH:6]=[C:5]([CH3:7])[N:4]([C:8]2[CH:9]=[C:10]([OH:14])[CH:11]=[CH:12][CH:13]=2)[N:3]=1.Br[C:16]1[CH:28]=[CH:27][C:26]2[C:25]3[C:20](=[CH:21][CH:22]=[CH:23][CH:24]=3)[N:19]([C:29]3[CH:34]=[CH:33][CH:32]=[CH:31][N:30]=3)[C:18]=2[CH:17]=1.N1C=CC=CC=1C(O)=O.[O-]P([O-])([O-])=O.[K+].[K+].[K+]. The catalyst is [Cu]I.CS(C)=O. The product is [CH3:1][C:2]1[CH:6]=[C:5]([CH3:7])[N:4]([C:8]2[CH:9]=[C:10]([CH:11]=[CH:12][CH:13]=2)[O:14][C:16]2[CH:28]=[CH:27][C:26]3[C:25]4[C:20](=[CH:21][CH:22]=[CH:23][CH:24]=4)[N:19]([C:29]4[CH:34]=[CH:33][CH:32]=[CH:31][N:30]=4)[C:18]=3[CH:17]=2)[N:3]=1. The yield is 0.960. (9) The reactants are [C:1]([O:5][C:6]([N:8]1[CH2:11][CH:10]([C:12]2[N:13]=[N:14][C:15](Cl)=[CH:16][C:17]=2[N:18]2[CH2:23][CH2:22][CH:21]([C:24]([CH3:32])([CH3:31])[O:25][SiH2:26][C:27]([CH3:30])([CH3:29])[CH3:28])[CH2:20][CH2:19]2)[CH2:9]1)=[O:7])([CH3:4])([CH3:3])[CH3:2]. The catalyst is CO.[Pd]. The product is [C:1]([O:5][C:6]([N:8]1[CH2:9][CH:10]([C:12]2[N:13]=[N:14][CH:15]=[CH:16][C:17]=2[N:18]2[CH2:23][CH2:22][CH:21]([C:24]([CH3:32])([CH3:31])[O:25][SiH2:26][C:27]([CH3:30])([CH3:29])[CH3:28])[CH2:20][CH2:19]2)[CH2:11]1)=[O:7])([CH3:4])([CH3:3])[CH3:2]. The yield is 0.929. (10) The reactants are [CH2:1]([N:3]1[C:7]2=[N:8][C:9]([CH2:48][CH3:49])=[C:10]([CH2:19][NH:20][C:21]([C:23]3[CH:28]=[CH:27][CH:26]=[C:25]([C:29]([NH:31][CH2:32][C:33]4[CH:34]=[C:35]([C:40]5[CH:45]=[CH:44][CH:43]=[C:42](C=O)[CH:41]=5)[CH:36]=[CH:37][C:38]=4[CH3:39])=[O:30])[CH:24]=3)=[O:22])[C:11]([NH:12][CH:13]3[CH2:18][CH2:17][O:16][CH2:15][CH2:14]3)=[C:6]2[CH:5]=[N:4]1)[CH3:2].[CH3:50][N:51]1[CH2:56][CH2:55][NH:54][CH2:53][CH2:52]1.[CH3:57]C(O)=O.[BH-](OC(C)=O)(OC(C)=O)OC(C)=O.[Na+]. The yield is 0.290. The catalyst is C(Cl)Cl. The product is [CH2:1]([N:3]1[C:7]2=[N:8][C:9]([CH2:48][CH3:49])=[C:10]([CH2:19][NH:20][C:21]([C:23]3[CH:28]=[CH:27][CH:26]=[C:25]([C:29]([NH:31][CH2:32][C:33]4[CH:34]=[C:35]([C:40]5[CH:45]=[CH:44][CH:43]=[C:42]([CH2:50][N:51]6[CH2:56][CH2:55][N:54]([CH3:57])[CH2:53][CH2:52]6)[CH:41]=5)[CH:36]=[CH:37][C:38]=4[CH3:39])=[O:30])[CH:24]=3)=[O:22])[C:11]([NH:12][CH:13]3[CH2:14][CH2:15][O:16][CH2:17][CH2:18]3)=[C:6]2[CH:5]=[N:4]1)[CH3:2].